This data is from Full USPTO retrosynthesis dataset with 1.9M reactions from patents (1976-2016). The task is: Predict the reactants needed to synthesize the given product. Given the product [CH2:55]([O:26][C:25](=[O:27])[C@@H:2]([NH:1][C:28]([O:30][CH2:31][CH:32]1[C:33]2[CH:34]=[CH:35][CH:36]=[CH:37][C:38]=2[C:39]2[C:44]1=[CH:43][CH:42]=[CH:41][CH:40]=2)=[O:29])[CH2:3][CH2:4][CH2:5][CH2:6][NH:7][C:8](=[O:9])[CH2:10][CH2:11][CH2:12][CH2:13][CH2:14][CH2:15][CH2:16][CH2:17][CH2:18][CH2:19][CH2:20][CH2:21][CH2:22][CH2:23][CH3:24])[C:46]1[CH:54]=[CH:50][CH:49]=[CH:48][CH:47]=1, predict the reactants needed to synthesize it. The reactants are: [NH:1]([C:28]([O:30][CH2:31][CH:32]1[C:44]2[C:39](=[CH:40][CH:41]=[CH:42][CH:43]=2)[C:38]2[C:33]1=[CH:34][CH:35]=[CH:36][CH:37]=2)=[O:29])[C@H:2]([C:25]([OH:27])=[O:26])[CH2:3][CH2:4][CH2:5][CH2:6][NH:7][C:8]([CH2:10][CH2:11][CH2:12][CH2:13][CH2:14][CH2:15][CH2:16][CH2:17][CH2:18][CH2:19][CH2:20][CH2:21][CH2:22][CH2:23][CH3:24])=[O:9].O[C:46]1[C:54]2N=NN[C:50]=2[CH:49]=[CH:48][CH:47]=1.[CH2:55](N(C(C)C)C(C)C)C.